From a dataset of Tox21: 12 toxicity assays (nuclear receptors and stress response pathways). Binary classification across 12 toxicity assays. (1) The molecule is COc1ccc(C(=O)Nc2nc3ccccc3c(NCc3ccccc3)c2C#N)cc1. It tested positive (active) for: NR-AhR (Aryl hydrocarbon Receptor agonist activity), and SR-MMP (Mitochondrial Membrane Potential disruption). (2) It tested positive (active) for: NR-Aromatase (Aromatase enzyme inhibition), and NR-ER (Estrogen Receptor agonist activity). The drug is CC(C)c1c(C(=O)Nc2ccccc2)c(-c2ccccc2)c(-c2ccc(F)cc2)n1CC[C@@H](O)C[C@@H](O)CC(=O)[O-].CC(C)c1c(C(=O)Nc2ccccc2)c(-c2ccccc2)c(-c2ccc(F)cc2)n1CC[C@@H](O)C[C@@H](O)CC(=O)[O-].